This data is from Reaction yield outcomes from USPTO patents with 853,638 reactions. The task is: Predict the reaction yield, written as a fraction of the theoretical maximum amount of product (1.0 means a 100% yield; for example, 0.34 means a 34% yield). (1) The reactants are [CH:1]([C:3]1[CH:13]=[CH:12][C:6]([C:7]([O:9][CH2:10][CH3:11])=[O:8])=[C:5]([CH3:14])[CH:4]=1)=O.[C:15](=O)([O-])[O-].[K+].[K+]. The catalyst is O1CCOCC1.[Br-].C[P+](C1C=CC=CC=1)(C1C=CC=CC=1)C1C=CC=CC=1. The yield is 0.720. The product is [CH3:14][C:5]1[CH:4]=[C:3]([CH:1]=[CH2:15])[CH:13]=[CH:12][C:6]=1[C:7]([O:9][CH2:10][CH3:11])=[O:8]. (2) The reactants are [F:1][C:2]([F:7])([F:6])[C:3]([OH:5])=[O:4].[F:8][C:9]([F:14])([F:13])[C:10]([OH:12])=[O:11].[Cl:15][C:16]1[CH:17]=[N:18][C:19]2[NH:20][C:21]3[CH:22]=[N:23][CH:24]=[C:25]([CH:47]=3)[CH2:26][CH2:27][C:28]3[CH:36]=[C:32]([NH:33][C:34]=1[N:35]=2)[CH:31]=[CH:30][C:29]=3[NH:37][C:38](=[O:46])[CH2:39][CH:40]1[CH2:45][CH2:44][NH:43][CH2:42][CH2:41]1.[CH3:48][C:49]1[O:53][C:52]([C:54](O)=[O:55])=[CH:51][CH:50]=1. No catalyst specified. The product is [F:1][C:2]([F:7])([F:6])[C:3]([OH:5])=[O:4].[F:8][C:9]([F:14])([F:13])[C:10]([OH:12])=[O:11].[Cl:15][C:16]1[CH:17]=[N:18][C:19]2[NH:20][C:21]3[CH:22]=[N:23][CH:24]=[C:25]([CH:47]=3)[CH2:26][CH2:27][C:28]3[CH:36]=[C:32]([NH:33][C:34]=1[N:35]=2)[CH:31]=[CH:30][C:29]=3[NH:37][C:38](=[O:46])[CH2:39][CH:40]1[CH2:45][CH2:44][N:43]([C:54]([C:52]2[O:53][C:49]([CH3:48])=[CH:50][CH:51]=2)=[O:55])[CH2:42][CH2:41]1. The yield is 0.460.